This data is from Full USPTO retrosynthesis dataset with 1.9M reactions from patents (1976-2016). The task is: Predict the reactants needed to synthesize the given product. Given the product [NH:1]([C:41](=[O:42])[CH2:40][N:28]1[C:29]2[CH:30]=[CH:31][C:32]([Cl:39])=[C:33]([Cl:38])[C:34]=2[C:35]2[CH2:36][CH2:37][N:24]([C:22]([O:21][C:17]([CH3:19])([CH3:18])[CH3:20])=[O:23])[CH2:25][CH2:26][C:27]1=2)[C:2]1[CH:7]=[CH:6][CH:5]=[CH:4][CH:3]=1, predict the reactants needed to synthesize it. The reactants are: [NH2:1][C:2]1[CH:7]=[CH:6][CH:5]=[CH:4][CH:3]=1.CC(C)N=C=NC(C)C.[C:17]([O:21][C:22]([N:24]1[CH2:37][CH2:36][C:35]2[C:34]3[C:33]([Cl:38])=[C:32]([Cl:39])[CH:31]=[CH:30][C:29]=3[N:28]([CH2:40][C:41](O)=[O:42])[C:27]=2[CH2:26][CH2:25]1)=[O:23])([CH3:20])([CH3:19])[CH3:18].